Predict which catalyst facilitates the given reaction. From a dataset of Catalyst prediction with 721,799 reactions and 888 catalyst types from USPTO. (1) Reactant: I[CH2:2][CH3:3].[Br:4][C:5]1[CH:10]=[C:9]([N+:11]([O-:13])=[O:12])[CH:8]=[CH:7][C:6]=1[OH:14].C(=O)([O-])[O-].[K+].[K+]. Product: [Br:4][C:5]1[CH:10]=[C:9]([N+:11]([O-:13])=[O:12])[CH:8]=[CH:7][C:6]=1[O:14][CH2:2][CH3:3]. The catalyst class is: 3. (2) Reactant: [Cl:1][C:2]1[CH:3]=[CH:4][C:5]2[N:11]3[C:12]([CH3:15])=[N:13][N:14]=[C:10]3[C@@H:9]([CH2:16][CH2:17][OH:18])[O:8][C@H:7]([C:19]3[CH:24]=[CH:23][CH:22]=[C:21]([O:25][CH3:26])[C:20]=3[O:27][CH3:28])[C:6]=2[CH:29]=1.C(N(CC)CC)C.[CH3:37][S:38](Cl)(=[O:40])=[O:39].C(=O)(O)[O-].[Na+]. Product: [CH3:37][S:38]([O:18][CH2:17][CH2:16][C@H:9]1[O:8][C@H:7]([C:19]2[CH:24]=[CH:23][CH:22]=[C:21]([O:25][CH3:26])[C:20]=2[O:27][CH3:28])[C:6]2[CH:29]=[C:2]([Cl:1])[CH:3]=[CH:4][C:5]=2[N:11]2[C:12]([CH3:15])=[N:13][N:14]=[C:10]12)(=[O:40])=[O:39]. The catalyst class is: 4. (3) Reactant: Cl.[NH2:2][C:3]1([C:9]2[O:13][N:12]=[C:11]([C:14]3[CH:15]=[CH:16][C:17]([CH3:32])=[C:18]([NH:20][C:21]([C:23]4[N:27]5[CH:28]=[CH:29][CH:30]=[CH:31][C:26]5=[N:25][CH:24]=4)=[O:22])[CH:19]=3)[N:10]=2)[CH2:6][C:5]([F:8])([F:7])[CH2:4]1.Cl[C:34]([O:36][CH3:37])=[O:35]. Product: [F:7][C:5]1([F:8])[CH2:6][C:3]([NH:2][C:34](=[O:35])[O:36][CH3:37])([C:9]2[O:13][N:12]=[C:11]([C:14]3[CH:15]=[CH:16][C:17]([CH3:32])=[C:18]([NH:20][C:21]([C:23]4[N:27]5[CH:28]=[CH:29][CH:30]=[CH:31][C:26]5=[N:25][CH:24]=4)=[O:22])[CH:19]=3)[N:10]=2)[CH2:4]1. The catalyst class is: 17. (4) Product: [ClH:3].[ClH:5].[NH2:6][C@H:7]([C:13]([OH:15])=[O:14])[CH2:8][CH2:9][CH2:10][CH2:11][NH2:12]. The catalyst class is: 8. Reactant: S(Cl)([Cl:3])=O.[ClH:5].[NH2:6][C@H:7]([C:13]([OH:15])=[O:14])[CH2:8][CH2:9][CH2:10][CH2:11][NH2:12]. (5) Reactant: [NH2:1][CH2:2][C:3]1[O:4][CH:5]=[C:6]([O:10][CH2:11][C:12]2[CH:17]=[CH:16][CH:15]=[CH:14][CH:13]=2)[C:7](=[O:9])[CH:8]=1.N1C=CC=CC=1.[C:24]1([S:30](Cl)(=[O:32])=[O:31])[CH:29]=[CH:28][CH:27]=[CH:26][CH:25]=1. Product: [CH2:11]([O:10][C:6]1[C:7](=[O:9])[CH:8]=[C:3]([CH2:2][NH:1][S:30]([C:24]2[CH:29]=[CH:28][CH:27]=[CH:26][CH:25]=2)(=[O:32])=[O:31])[O:4][CH:5]=1)[C:12]1[CH:17]=[CH:16][CH:15]=[CH:14][CH:13]=1. The catalyst class is: 4. (6) Reactant: Br[CH2:2][C:3]([O:5][C:6]([CH3:9])([CH3:8])[CH3:7])=[O:4].[C:10]([C:12]1[CH:13]=[C:14]([OH:18])[CH:15]=[CH:16][CH:17]=1)#[N:11].C(=O)([O-])[O-].[K+].[K+]. Product: [C:10]([C:12]1[CH:13]=[C:14]([CH:15]=[CH:16][CH:17]=1)[O:18][CH2:2][C:3]([O:5][C:6]([CH3:9])([CH3:8])[CH3:7])=[O:4])#[N:11]. The catalyst class is: 3. (7) Reactant: [Cl-].[CH3:2][O:3][CH2:4][P+](C1C=CC=CC=1)(C1C=CC=CC=1)C1C=CC=CC=1.CC([O-])(C)C.[K+].[CH3:30][C:31]1([CH3:40])[O:37][C:36]([CH3:39])([CH3:38])[CH2:35][C:33](=O)[CH2:32]1.O. Product: [CH3:2][O:3][CH:4]=[C:33]1[CH2:32][C:31]([CH3:40])([CH3:30])[O:37][C:36]([CH3:39])([CH3:38])[CH2:35]1. The catalyst class is: 1. (8) Product: [CH3:28][O:29][C:30]1[CH:31]=[CH:32][C:33]([CH2:36][O:37][C:9]2[CH:14]=[N:13][N:12]([CH:15]3[CH2:16][CH2:18][CH2:19][CH2:20][O:60]3)[C:11](=[O:27])[CH:10]=2)=[N:34][CH:35]=1. Reactant: C(O[C:9]1[CH:14]=[N:13][N:12]([CH2:15][C:16]([C:18]2C=CC(CO)=[CH:20][C:19]=2C)=O)[C:11](=[O:27])[CH:10]=1)C1C=CC=CC=1.[CH3:28][O:29][C:30]1[CH:31]=[CH:32][C:33]([CH2:36][OH:37])=[N:34][CH:35]=1.C1(P(C2C=CC=CC=2)C2C=CC=CC=2)C=CC=CC=1.N(C(OC(C)C)=O)=NC(OC(C)C)=[O:60]. The catalyst class is: 1.